This data is from Reaction yield outcomes from USPTO patents with 853,638 reactions. The task is: Predict the reaction yield, written as a fraction of the theoretical maximum amount of product (1.0 means a 100% yield; for example, 0.34 means a 34% yield). (1) The reactants are C([O:4][C:5]1[N:6]=[C:7]([Cl:15])[C:8]2[C:13]([CH:14]=1)=[CH:12][CH:11]=[CH:10][CH:9]=2)C=C.CCO[C:19]([CH3:21])=O.O.[CH3:23]OCCOCCOC. The catalyst is [Cl-].[Na+].O. The product is [CH2:23]([C:14]1[C:13]2[C:8](=[CH:9][CH:10]=[CH:11][CH:12]=2)[C:7]([Cl:15])=[N:6][C:5]=1[OH:4])[CH:19]=[CH2:21]. The yield is 0.550. (2) The reactants are Br[C:2]1[NH:3][C:4]2[C:9]([C:10]=1[CH:11]=[O:12])=[CH:8][C:7]([O:13][CH3:14])=[CH:6][CH:5]=2.[CH2:15]([N:19]1[CH:23]=[C:22](B2OC(C)(C)C(C)(C)O2)[CH:21]=[N:20]1)[CH:16]([CH3:18])[CH3:17].C1(P(C2C=CC=CC=2)C2C=CC=CC=2)C=CC=CC=1.P([O-])([O-])([O-])=O.[K+].[K+].[K+]. The catalyst is C(O[Pd]OC(=O)C)(=O)C.O.COCCOC. The product is [CH2:15]([N:19]1[CH:23]=[C:22]([C:2]2[NH:3][C:4]3[C:9]([C:10]=2[CH:11]=[O:12])=[CH:8][C:7]([O:13][CH3:14])=[CH:6][CH:5]=3)[CH:21]=[N:20]1)[CH:16]([CH3:18])[CH3:17]. The yield is 0.830. (3) The reactants are [CH2:1]([O:4][C:5]1[CH:10]=[CH:9][C:8]([N+:11]([O-])=O)=[CH:7][CH:6]=1)[CH:2]=[CH2:3].CC(O)=O.C([O-])([O-])=O.[Na+].[Na+]. The catalyst is O.[Fe]. The product is [CH2:1]([O:4][C:5]1[CH:10]=[CH:9][C:8]([NH2:11])=[CH:7][CH:6]=1)[CH:2]=[CH2:3]. The yield is 0.600. (4) The reactants are [CH3:1][C:2]1[NH:3][C:4]2[CH2:5][C:6]([CH3:13])([CH3:12])[CH2:7][C:8](=[O:11])[C:9]=2[CH:10]=1.[C:14]1([S:20]([C:23]2[CH:30]=[CH:29][CH:28]=[CH:27][C:24]=2[CH:25]=[O:26])(=[O:22])=[O:21])[CH:19]=[CH:18][CH:17]=[CH:16][CH:15]=1.[OH-].[Na+]. The catalyst is CO.O. The product is [OH:26][CH:25]([C:24]1[CH:27]=[CH:28][CH:29]=[CH:30][C:23]=1[S:20]([C:14]1[CH:15]=[CH:16][CH:17]=[CH:18][CH:19]=1)(=[O:22])=[O:21])[C:10]1[C:9]2[C:8](=[O:11])[CH2:7][C:6]([CH3:13])([CH3:12])[CH2:5][C:4]=2[NH:3][C:2]=1[CH3:1]. The yield is 0.209. (5) The reactants are [N+:1]([C:4]1[CH:10]=[CH:9][CH:8]=[C:7]([C:11]2[CH:16]=[CH:15][N:14]=[CH:13][CH:12]=2)[C:5]=1[NH2:6])([O-])=O. The catalyst is CCOC(C)=O.[Pd]. The product is [N:14]1[CH:13]=[CH:12][C:11]([C:7]2[CH:8]=[CH:9][CH:10]=[C:4]([NH2:1])[C:5]=2[NH2:6])=[CH:16][CH:15]=1. The yield is 0.930. (6) The reactants are [CH:1]1([C:7]2([CH3:15])[N:11]([CH3:12])[C:10](=[O:13])[NH:9][C:8]2=[O:14])[CH2:6][CH2:5][CH:4]=[CH:3][CH2:2]1.Br[CH2:17][C:18]([C:20]1[CH:25]=[CH:24][CH:23]=[CH:22][CH:21]=1)=[O:19]. No catalyst specified. The product is [CH:1]1([C:7]2([CH3:15])[N:11]([CH3:12])[C:10](=[O:13])[N:9]([CH2:17][C:18](=[O:19])[C:20]3[CH:25]=[CH:24][CH:23]=[CH:22][CH:21]=3)[C:8]2=[O:14])[CH2:6][CH2:5][CH:4]=[CH:3][CH2:2]1. The yield is 0.490. (7) The reactants are [C:1]([O:5][C:6](=[O:22])[NH:7][C:8]1[CH:9]=[C:10]([C:14]2[CH:19]=[CH:18][C:17]([CH2:20][NH2:21])=[CH:16][CH:15]=2)[CH:11]=[CH:12][CH:13]=1)([CH3:4])([CH3:3])[CH3:2].CCN(CC)CC.[CH3:30][S:31](Cl)(=[O:33])=[O:32]. The catalyst is ClCCl. The product is [C:1]([O:5][C:6](=[O:22])[NH:7][C:8]1[CH:9]=[C:10]([C:14]2[CH:15]=[CH:16][C:17]([CH2:20][NH:21][S:31]([CH3:30])(=[O:33])=[O:32])=[CH:18][CH:19]=2)[CH:11]=[CH:12][CH:13]=1)([CH3:4])([CH3:2])[CH3:3]. The yield is 0.730.